From a dataset of Forward reaction prediction with 1.9M reactions from USPTO patents (1976-2016). Predict the product of the given reaction. (1) Given the reactants [O:1]1[C:5]2[CH:6]=[CH:7][C:8]([CH2:10][N:11]3[C:20]([C:21]([OH:23])=O)=[C:19]([C:24]4[CH:29]=[CH:28][CH:27]=[CH:26][CH:25]=4)[C:18]4[C:13](=[CH:14][CH:15]=[C:16]([Br:30])[CH:17]=4)[C:12]3=[O:31])=[CH:9][C:4]=2[O:3][CH2:2]1.[NH:32]1[CH2:37][CH2:36][CH2:35][CH2:34][CH2:33]1, predict the reaction product. The product is: [O:1]1[C:5]2[CH:6]=[CH:7][C:8]([CH2:10][N:11]3[C:20]([C:21]([N:32]4[CH2:37][CH2:36][CH2:35][CH2:34][CH2:33]4)=[O:23])=[C:19]([C:24]4[CH:25]=[CH:26][CH:27]=[CH:28][CH:29]=4)[C:18]4[C:13](=[CH:14][CH:15]=[C:16]([Br:30])[CH:17]=4)[C:12]3=[O:31])=[CH:9][C:4]=2[O:3][CH2:2]1. (2) Given the reactants [CH3:1][O:2][C:3]1[CH:12]=[C:11]2[C:6]([C:7]([O:13][C:14]3[CH:19]=[CH:18][C:17]([NH:20][C:21]([C:23]4[C:24](=[O:44])[N:25]([C:38]5[CH:43]=[CH:42][CH:41]=[CH:40][CH:39]=5)[N:26]([CH2:29][C@@H:30]([O:32][C:33](=[O:37])[C@@H:34]([NH2:36])[CH3:35])[CH3:31])[C:27]=4[CH3:28])=[O:22])=[CH:16][C:15]=3[F:45])=[CH:8][CH:9]=[N:10]2)=[CH:5][CH:4]=1.[C:46]([OH:53])(=[O:52])/[CH:47]=[CH:48]/[C:49]([OH:51])=[O:50], predict the reaction product. The product is: [C:46]([OH:53])(=[O:52])/[CH:47]=[CH:48]/[C:49]([OH:51])=[O:50].[F:45][C:15]1[CH:16]=[C:17]([NH:20][C:21]([C:23]2[C:24](=[O:44])[N:25]([C:38]3[CH:39]=[CH:40][CH:41]=[CH:42][CH:43]=3)[N:26]([CH2:29][C@@H:30]([O:32][C:33](=[O:37])[C@@H:34]([NH2:36])[CH3:35])[CH3:31])[C:27]=2[CH3:28])=[O:22])[CH:18]=[CH:19][C:14]=1[O:13][C:7]1[C:6]2[C:11](=[CH:12][C:3]([O:2][CH3:1])=[CH:4][CH:5]=2)[N:10]=[CH:9][CH:8]=1.